Dataset: Forward reaction prediction with 1.9M reactions from USPTO patents (1976-2016). Task: Predict the product of the given reaction. (1) Given the reactants [CH2:1]([O:3][C:4](=[O:27])[CH:5]([N:13]([CH3:26])[S:14]([C:17]1[CH:22]=[CH:21][C:20]([N+:23]([O-])=O)=[CH:19][CH:18]=1)(=[O:16])=[O:15])[CH2:6][C:7]1[CH:12]=[CH:11][CH:10]=[CH:9][CH:8]=1)[CH3:2].[H][H], predict the reaction product. The product is: [CH2:1]([O:3][C:4](=[O:27])[CH:5]([N:13]([S:14]([C:17]1[CH:18]=[CH:19][C:20]([NH2:23])=[CH:21][CH:22]=1)(=[O:15])=[O:16])[CH3:26])[CH2:6][C:7]1[CH:8]=[CH:9][CH:10]=[CH:11][CH:12]=1)[CH3:2]. (2) Given the reactants [CH3:1][O:2][CH2:3][CH2:4][N:5]1[CH2:9][C@@H:8]([C:10]2[CH:15]=[CH:14][CH:13]=[CH:12][CH:11]=2)[C@H:7]([NH:16][C:17](=[O:40])[NH:18][C:19]2[N:23]([C:24]3[CH:29]=[CH:28][CH:27]=[CH:26][CH:25]=3)[N:22]=[C:21]3[CH2:30][N:31](C(OC(C)(C)C)=O)[CH2:32][C:20]=23)[CH2:6]1.[ClH:41].O1CCOCC1, predict the reaction product. The product is: [ClH:41].[ClH:41].[CH3:1][O:2][CH2:3][CH2:4][N:5]1[CH2:9][C@@H:8]([C:10]2[CH:15]=[CH:14][CH:13]=[CH:12][CH:11]=2)[C@H:7]([NH:16][C:17]([NH:18][C:19]2[N:23]([C:24]3[CH:29]=[CH:28][CH:27]=[CH:26][CH:25]=3)[N:22]=[C:21]3[CH2:30][NH:31][CH2:32][C:20]=23)=[O:40])[CH2:6]1. (3) Given the reactants [Si:1]([O:8][C@@H:9]1[C@@:28]2([CH3:29])[C:13](=[CH:14][CH:15]=[C:16]3[C@@H:27]2[CH2:26][CH2:25][C@@:24]2([CH3:30])[C@H:17]3[CH2:18][CH:19]=[C:20]2[C@@H:21]([OH:23])[CH3:22])[CH2:12][C@@H:11]([O:31][Si:32]([C:35]([CH3:38])([CH3:37])[CH3:36])([CH3:34])[CH3:33])[CH2:10]1)([C:4]([CH3:7])([CH3:6])[CH3:5])([CH3:3])[CH3:2].[H-].[Na+].C1OCCOCCOCCOCCOC1.Br[CH2:57]/[CH:58]=[CH:59]\[C:60]([CH3:70])([O:62][Si:63]([CH2:68][CH3:69])([CH2:66][CH3:67])[CH2:64][CH3:65])[CH3:61], predict the reaction product. The product is: [Si:1]([O:8][C@@H:9]1[C@@:28]2([CH3:29])[C:13](=[CH:14][CH:15]=[C:16]3[C@@H:27]2[CH2:26][CH2:25][C@@:24]2([CH3:30])[C@H:17]3[CH2:18][CH:19]=[C:20]2[C@@H:21]([O:23][CH2:57]/[CH:58]=[CH:59]\[C:60]([CH3:70])([O:62][Si:63]([CH2:66][CH3:67])([CH2:68][CH3:69])[CH2:64][CH3:65])[CH3:61])[CH3:22])[CH2:12][C@@H:11]([O:31][Si:32]([C:35]([CH3:37])([CH3:36])[CH3:38])([CH3:33])[CH3:34])[CH2:10]1)([C:4]([CH3:7])([CH3:6])[CH3:5])([CH3:3])[CH3:2]. (4) Given the reactants Cl[CH2:2][C:3]([N:5]([CH2:19][C:20]1[CH:25]=[CH:24][CH:23]=[C:22]([Cl:26])[C:21]=1[CH3:27])[C:6]1[N:7]=[C:8]([N:13]2[CH2:18][CH2:17][O:16][CH2:15][CH2:14]2)[S:9][C:10]=1[C:11]#[N:12])=[O:4].[N-:28]=[N+:29]=[N-:30].[Na+], predict the reaction product. The product is: [N:28]([CH2:2][C:3]([N:5]([CH2:19][C:20]1[CH:25]=[CH:24][CH:23]=[C:22]([Cl:26])[C:21]=1[CH3:27])[C:6]1[N:7]=[C:8]([N:13]2[CH2:14][CH2:15][O:16][CH2:17][CH2:18]2)[S:9][C:10]=1[C:11]#[N:12])=[O:4])=[N+:29]=[N-:30]. (5) The product is: [C:1]([O:5][C:6]([N:8]1[CH2:12][C@@:11]([F:14])([CH3:13])[CH2:10][C@H:9]1[C:15](=[O:28])[NH:16][C@@H:17]([C:20]1[CH:25]=[CH:24][CH:23]=[C:22]([Cl:26])[C:21]=1[F:27])[CH2:18][O:19][CH3:29])=[O:7])([CH3:2])([CH3:3])[CH3:4]. Given the reactants [C:1]([O:5][C:6]([N:8]1[CH2:12][C@@:11]([F:14])([CH3:13])[CH2:10][C@H:9]1[C:15](=[O:28])[NH:16][C@@H:17]([C:20]1[CH:25]=[CH:24][CH:23]=[C:22]([Cl:26])[C:21]=1[F:27])[CH2:18][OH:19])=[O:7])([CH3:4])([CH3:3])[CH3:2].[CH3:29]COC(C)=O, predict the reaction product.